Dataset: Peptide-MHC class I binding affinity with 185,985 pairs from IEDB/IMGT. Task: Regression. Given a peptide amino acid sequence and an MHC pseudo amino acid sequence, predict their binding affinity value. This is MHC class I binding data. (1) The binding affinity (normalized) is 0.898. The MHC is HLA-A29:02 with pseudo-sequence HLA-A29:02. The peptide sequence is LLAAVASSY. (2) The peptide sequence is YCKMNWFLNW. The MHC is Mamu-B52 with pseudo-sequence Mamu-B52. The binding affinity (normalized) is 0.586. (3) The peptide sequence is RGKLKRRAI. The MHC is HLA-B08:02 with pseudo-sequence HLA-B08:02. The binding affinity (normalized) is 0.125. (4) The peptide sequence is LANYAFFAI. The MHC is HLA-B51:01 with pseudo-sequence HLA-B51:01. The binding affinity (normalized) is 0.497. (5) The peptide sequence is YPLHEQHGM. The MHC is HLA-B15:01 with pseudo-sequence HLA-B15:01. The binding affinity (normalized) is 0.0847. (6) The peptide sequence is DTCGASINIT. The MHC is HLA-A02:06 with pseudo-sequence HLA-A02:06. The binding affinity (normalized) is 0. (7) The peptide sequence is SGGPKYEYRW. The MHC is Mamu-B3901 with pseudo-sequence Mamu-B3901. The binding affinity (normalized) is 0.497. (8) The MHC is HLA-A68:02 with pseudo-sequence HLA-A68:02. The binding affinity (normalized) is 0.0347. The peptide sequence is VTFQGKFKK. (9) The peptide sequence is RRGPEQTQG. The MHC is HLA-A03:01 with pseudo-sequence HLA-A03:01. The binding affinity (normalized) is 0.0847.